Dataset: Reaction yield outcomes from USPTO patents with 853,638 reactions. Task: Predict the reaction yield, written as a fraction of the theoretical maximum amount of product (1.0 means a 100% yield; for example, 0.34 means a 34% yield). (1) The reactants are [C:1]([O:5][C:6](=[O:17])[C:7]([O-])=[CH:8][C:9]([C:11]1[O:12][CH:13]=[CH:14][CH:15]=1)=O)([CH3:4])([CH3:3])[CH3:2].[Li+].Cl.[F:20][C:21]1[CH:28]=[CH:27][C:26]([NH:29][NH2:30])=[CH:25][C:22]=1[C:23]#[N:24]. The catalyst is C(O)(=O)C. The product is [C:23]([C:22]1[CH:25]=[C:26]([N:29]2[C:9]([C:11]3[O:12][CH:13]=[CH:14][CH:15]=3)=[CH:8][C:7]([C:6]([O:5][C:1]([CH3:4])([CH3:3])[CH3:2])=[O:17])=[N:30]2)[CH:27]=[CH:28][C:21]=1[F:20])#[N:24]. The yield is 0.950. (2) The reactants are Cl[CH2:2][CH2:3][NH:4][C:5]([NH:7][CH:8]1[CH2:13][CH2:12][N:11]([S:14]([C:17]2[CH:22]=[C:21]([C:23]#[N:24])[CH:20]=[CH:19][C:18]=2[O:25][C:26]2[CH:31]=[C:30]([Cl:32])[CH:29]=[C:28]([Cl:33])[CH:27]=2)(=[O:16])=[O:15])[CH2:10][CH2:9]1)=[O:6].C(=O)([O-])[O-].[K+].[K+].[NH:40]1[CH2:45][CH2:44][O:43][CH2:42][CH2:41]1. The catalyst is C(#N)C.CC(C)=O. The product is [C:23]([C:21]1[CH:20]=[CH:19][C:18]([O:25][C:26]2[CH:27]=[C:28]([Cl:33])[CH:29]=[C:30]([Cl:32])[CH:31]=2)=[C:17]([S:14]([N:11]2[CH2:10][CH2:9][CH:8]([NH:7][C:5]([NH:4][CH2:3][CH2:2][N:40]3[CH2:45][CH2:44][O:43][CH2:42][CH2:41]3)=[O:6])[CH2:13][CH2:12]2)(=[O:15])=[O:16])[CH:22]=1)#[N:24]. The yield is 0.650.